This data is from Forward reaction prediction with 1.9M reactions from USPTO patents (1976-2016). The task is: Predict the product of the given reaction. Given the reactants Cl[C:2]1[N:7]=[C:6]([C:8]2[C:9]([C:13]3[CH:18]=[CH:17][C:16]([F:19])=[CH:15][CH:14]=3)=[N:10][NH:11][CH:12]=2)[CH:5]=[CH:4][N:3]=1.[CH3:20][NH2:21], predict the reaction product. The product is: [F:19][C:16]1[CH:17]=[CH:18][C:13]([C:9]2[C:8]([C:6]3[CH:5]=[CH:4][N:3]=[C:2]([NH:21][CH3:20])[N:7]=3)=[CH:12][NH:11][N:10]=2)=[CH:14][CH:15]=1.